This data is from Reaction yield outcomes from USPTO patents with 853,638 reactions. The task is: Predict the reaction yield, written as a fraction of the theoretical maximum amount of product (1.0 means a 100% yield; for example, 0.34 means a 34% yield). (1) The catalyst is C1(C)C=CC=CC=1.O.C([O-])(=O)C.[Pd+2].C([O-])(=O)C. The yield is 0.810. The reactants are Br[C:2]1[N:3]=[C:4]2[C:10]([CH:11]=[O:12])=[CH:9][N:8]([CH2:13][O:14][CH2:15][CH2:16][Si:17]([CH3:20])([CH3:19])[CH3:18])[C:5]2=[N:6][CH:7]=1.[CH:21]1(B(O)O)[CH2:23][CH2:22]1.C1(P(C2CCCCC2)C2CCCCC2)CCCCC1.[O-]P([O-])([O-])=O.[K+].[K+].[K+]. The product is [CH:21]1([C:2]2[N:3]=[C:4]3[C:10]([CH:11]=[O:12])=[CH:9][N:8]([CH2:13][O:14][CH2:15][CH2:16][Si:17]([CH3:20])([CH3:19])[CH3:18])[C:5]3=[N:6][CH:7]=2)[CH2:23][CH2:22]1. (2) The reactants are O.[NH2:2][NH2:3].[CH:4]1[C:9]([C:10]([OH:12])=[O:11])=[CH:8][C:7]2[C:13](O[C:16](=[O:17])[C:6]=2[CH:5]=1)=[O:14]. The catalyst is C(O)(=O)C. The product is [O:17]=[C:16]1[C:6]2[C:7](=[CH:8][C:9]([C:10]([OH:12])=[O:11])=[CH:4][CH:5]=2)[C:13](=[O:14])[NH:3][NH:2]1. The yield is 0.850.